From a dataset of Peptide-MHC class II binding affinity with 134,281 pairs from IEDB. Regression. Given a peptide amino acid sequence and an MHC pseudo amino acid sequence, predict their binding affinity value. This is MHC class II binding data. (1) The peptide sequence is KTQIDQVESTAGSLQ. The MHC is HLA-DQA10101-DQB10501 with pseudo-sequence HLA-DQA10101-DQB10501. The binding affinity (normalized) is 0. (2) The peptide sequence is LKKYFAATQFEPLAA. The MHC is HLA-DPA10201-DPB10501 with pseudo-sequence HLA-DPA10201-DPB10501. The binding affinity (normalized) is 0.542. (3) The peptide sequence is AFKVAATAANAEPAN. The MHC is DRB1_1001 with pseudo-sequence DRB1_1001. The binding affinity (normalized) is 0.859.